Dataset: Full USPTO retrosynthesis dataset with 1.9M reactions from patents (1976-2016). Task: Predict the reactants needed to synthesize the given product. (1) Given the product [OH:19][CH:7]1[CH2:6][CH2:5][CH2:4][C:3]2[C:8]1([C:13]1[CH:14]=[CH:15][CH:16]=[CH:17][CH:18]=1)[CH2:9][CH2:10][C:11](=[O:12])[C:2]=2[CH3:1], predict the reactants needed to synthesize it. The reactants are: [CH3:1][C:2]1[C:11](=[O:12])[CH2:10][CH2:9][C:8]2([C:13]3[CH:18]=[CH:17][CH:16]=[CH:15][CH:14]=3)[C:3]=1[CH2:4][CH2:5][CH2:6][C:7]2=[O:19].[BH4-].[Na+]. (2) Given the product [NH2:13][C:14]1[C:21]([N+:22]([O-:24])=[O:23])=[C:20]([N:5]2[CH2:6][CH2:7][C@H:3]([N:2]([CH3:8])[CH3:1])[CH2:4]2)[C:19]([Br:26])=[C:18]([CH3:27])[C:15]=1[C:16]#[N:17], predict the reactants needed to synthesize it. The reactants are: [CH3:1][N:2]([CH3:8])[C@H:3]1[CH2:7][CH2:6][NH:5][CH2:4]1.CS(C)=O.[NH2:13][C:14]1[C:21]([N+:22]([O-:24])=[O:23])=[C:20](F)[C:19]([Br:26])=[C:18]([CH3:27])[C:15]=1[C:16]#[N:17].C(N(CC)CC)C. (3) Given the product [NH2:12][C:13]1[C:20]([N+:21]([O-:23])=[O:22])=[CH:19][CH:18]=[C:17]([C:4]2[CH:5]=[CH:6][CH:7]=[CH:8][C:3]=2[O:2][CH3:1])[C:14]=1[C:15]#[N:16], predict the reactants needed to synthesize it. The reactants are: [CH3:1][O:2][C:3]1[CH:8]=[CH:7][CH:6]=[CH:5][C:4]=1B(O)O.[NH2:12][C:13]1[C:20]([N+:21]([O-:23])=[O:22])=[CH:19][CH:18]=[C:17](Cl)[C:14]=1[C:15]#[N:16]. (4) Given the product [CH3:1][C:2]1([CH3:25])[CH2:7][N:6]([S:8]([C:11]2[C:16]([CH3:17])=[CH:15][C:14]([CH3:18])=[CH:13][C:12]=2[CH3:19])(=[O:9])=[O:10])[CH:5]([CH2:20][C:21]([NH:68][CH:59]2[C:67]3[C:62](=[CH:63][CH:64]=[CH:65][CH:66]=3)[CH2:61][CH2:60]2)=[O:23])[C:4](=[O:24])[NH:3]1, predict the reactants needed to synthesize it. The reactants are: [CH3:1][C:2]1([CH3:25])[CH2:7][N:6]([S:8]([C:11]2[C:16]([CH3:17])=[CH:15][C:14]([CH3:18])=[CH:13][C:12]=2[CH3:19])(=[O:10])=[O:9])[CH:5]([CH2:20][C:21]([OH:23])=O)[C:4](=[O:24])[NH:3]1.CCN(C(C)C)C(C)C.CN(C(ON1N=NC2C=CC=NC1=2)=[N+](C)C)C.F[P-](F)(F)(F)(F)F.[C@H:59]1([NH2:68])[C:67]2[C:62](=[CH:63][CH:64]=[CH:65][CH:66]=2)[CH2:61][CH2:60]1.